This data is from Peptide-MHC class II binding affinity with 134,281 pairs from IEDB. The task is: Regression. Given a peptide amino acid sequence and an MHC pseudo amino acid sequence, predict their binding affinity value. This is MHC class II binding data. (1) The peptide sequence is YDKFLANWSTVLTGK. The MHC is DRB1_1001 with pseudo-sequence DRB1_1001. The binding affinity (normalized) is 0.428. (2) The peptide sequence is ENVIDVKLVDANGKL. The MHC is HLA-DQA10201-DQB10202 with pseudo-sequence HLA-DQA10201-DQB10202. The binding affinity (normalized) is 0.145. (3) The MHC is HLA-DPA10103-DPB10201 with pseudo-sequence HLA-DPA10103-DPB10201. The binding affinity (normalized) is 0.197. The peptide sequence is SADEVQRMMAEIDTD. (4) The binding affinity (normalized) is 0.325. The MHC is DRB1_0701 with pseudo-sequence DRB1_0701. The peptide sequence is EPGKNPKNFQTMPGT. (5) The peptide sequence is WLWYIKIFIMIVGGLIG. The MHC is HLA-DQA10201-DQB10202 with pseudo-sequence HLA-DQA10201-DQB10202. The binding affinity (normalized) is 0.194.